Dataset: Full USPTO retrosynthesis dataset with 1.9M reactions from patents (1976-2016). Task: Predict the reactants needed to synthesize the given product. (1) Given the product [CH3:11][C:8]1[CH:9]=[CH:10][C:5]2[O:4][C:3]3[C:12](=[O:14])[NH:24][CH:23]=[N:1][C:2]=3[C:6]=2[CH:7]=1, predict the reactants needed to synthesize it. The reactants are: [NH2:1][C:2]1[C:6]2[CH:7]=[C:8]([CH3:11])[CH:9]=[CH:10][C:5]=2[O:4][C:3]=1[C:12]([O:14]CC)=O.ClC1C=CC2OC3C(=O)NC=[N:24][C:23]=3C=2C=1. (2) The reactants are: [OH:1][C@:2]1([C@:23]2([CH3:24])[C@H:9]([C@H:10]3[C:20](=[CH:21][CH2:22]2)[C@:18]2([CH3:19])[C:13](=[CH:14][C:15](=[O:25])[CH2:16][CH2:17]2)[CH2:12][CH2:11]3)[CH2:8][CH2:7]1)[C:3](=[O:6])[CH2:4][OH:5].[C:26](OCC(F)(F)F)(=[O:30])[CH2:27][CH2:28][CH3:29]. Given the product [OH:1][C@:2]1([C@:23]2([CH3:24])[C@H:9]([C@H:10]3[C:20](=[CH:21][CH2:22]2)[C@:18]2([CH3:19])[C:13](=[CH:14][C:15](=[O:25])[CH2:16][CH2:17]2)[CH2:12][CH2:11]3)[CH2:8][CH2:7]1)[C:3](=[O:6])[CH2:4][O:5][C:26](=[O:30])[CH2:27][CH2:28][CH3:29], predict the reactants needed to synthesize it. (3) Given the product [CH3:22][C:23]1[CH:24]=[C:25]2[C:29](=[CH:30][CH:31]=1)[C:28](=[O:32])[N:27]([CH2:33][CH2:34][CH2:35][CH2:36][CH2:37][C:38]([NH:1][OH:2])=[O:39])[C:26]2=[O:41], predict the reactants needed to synthesize it. The reactants are: [NH2:1][OH:2].OC1C=CC2NN=NC=2N=1.C(N=C=NC(C)C)(C)C.[CH3:22][C:23]1[CH:24]=[C:25]2[C:29](=[CH:30][CH:31]=1)[C:28](=[O:32])[N:27]([CH2:33][CH2:34][CH2:35][CH2:36][CH2:37][C:38](O)=[O:39])[C:26]2=[O:41]. (4) Given the product [CH:1]1[N:5]=[CH:4][N:3]([CH2:6][C:7]([P:9]([O-:12])([OH:11])=[O:10])([P:13]([O-:15])([OH:16])=[O:14])[OH:8])[CH:2]=1.[OH2:17].[OH2:8].[OH2:8].[OH2:8].[Na+:18].[Na+:18], predict the reactants needed to synthesize it. The reactants are: [CH:1]1[N:5]=[CH:4][N:3]([CH2:6][C:7]([P:13]([OH:16])([OH:15])=[O:14])([P:9]([OH:12])([OH:11])=[O:10])[OH:8])[CH:2]=1.[OH-:17].[Na+:18]. (5) Given the product [CH3:21][C:17]1[N:16]=[C:15]([C:14]#[C:13][C:9]2[CH:8]=[C:7]([CH:12]=[CH:11][CH:10]=2)[O:6][CH2:5][CH2:4][NH2:1])[CH:20]=[CH:19][CH:18]=1, predict the reactants needed to synthesize it. The reactants are: [N:1]([CH2:4][CH2:5][O:6][C:7]1[CH:8]=[C:9]([C:13]#[C:14][C:15]2[CH:20]=[CH:19][CH:18]=[C:17]([CH3:21])[N:16]=2)[CH:10]=[CH:11][CH:12]=1)=[N+]=[N-].C1C=CC(P(C2C=CC=CC=2)C2C=CC=CC=2)=CC=1.O.